From a dataset of Forward reaction prediction with 1.9M reactions from USPTO patents (1976-2016). Predict the product of the given reaction. (1) The product is: [Cl:22][C:23]1[CH:29]=[CH:28][C:26]([NH:27][C:19]([C:12]2[N:13]([CH3:18])[C:14]3[C:10]([CH:11]=2)=[C:9]([OH:8])[CH:17]=[CH:16][CH:15]=3)=[O:21])=[CH:25][CH:24]=1. Given the reactants C([O:8][C:9]1[CH:17]=[CH:16][CH:15]=[C:14]2[C:10]=1[CH:11]=[C:12]([C:19]([OH:21])=O)[N:13]2[CH3:18])C1C=CC=CC=1.[Cl:22][C:23]1[CH:29]=[CH:28][C:26]([NH2:27])=[CH:25][CH:24]=1, predict the reaction product. (2) Given the reactants [CH2:1]([O:8][C:9](=[O:23])[NH:10][C@@H:11]1[CH2:16][C@@H:15]([N:17]=[N+]=[N-])[CH2:14][CH2:13][C@@H:12]1[CH2:20][C:21]#[N:22])[C:2]1[CH:7]=[CH:6][CH:5]=[CH:4][CH:3]=1.O.C1(P(C2C=CC=CC=2)C2C=CC=CC=2)C=CC=CC=1, predict the reaction product. The product is: [CH2:1]([O:8][C:9](=[O:23])[NH:10][C@@H:11]1[CH2:16][C@@H:15]([NH2:17])[CH2:14][CH2:13][C@@H:12]1[CH2:20][C:21]#[N:22])[C:2]1[CH:7]=[CH:6][CH:5]=[CH:4][CH:3]=1.